This data is from Reaction yield outcomes from USPTO patents with 853,638 reactions. The task is: Predict the reaction yield, written as a fraction of the theoretical maximum amount of product (1.0 means a 100% yield; for example, 0.34 means a 34% yield). (1) The reactants are C(O)(C(F)(F)F)=O.C(OC([N:15]1[CH2:20][CH2:19][CH:18]([O:21][C:22]2[CH:23]=[CH:24][C:25]3[C:37](=[O:38])[C:36]4[C:35]5[C:30](=[CH:31][C:32]([C:39]#[N:40])=[CH:33][CH:34]=5)[NH:29][C:28]=4[C:27]([CH3:42])([CH3:41])[C:26]=3[CH:43]=2)[CH2:17][CH2:16]1)=O)(C)(C)C. The catalyst is C1COCC1. The product is [CH3:41][C:27]1([CH3:42])[C:28]2[NH:29][C:30]3[C:35](=[CH:34][CH:33]=[C:32]([C:39]#[N:40])[CH:31]=3)[C:36]=2[C:37](=[O:38])[C:25]2[CH:24]=[CH:23][C:22]([O:21][CH:18]3[CH2:19][CH2:20][NH:15][CH2:16][CH2:17]3)=[CH:43][C:26]1=2. The yield is 0.760. (2) The reactants are [CH2:1]([O:8][N:9]1[C:15](=[O:16])[N:14]2[CH2:17][C@H:10]1[CH2:11][CH2:12][C@@H:13]2[C:18]([OH:20])=O)[C:2]1[CH:7]=[CH:6][CH:5]=[CH:4][CH:3]=1.CCN=C=NCCCN(C)C.Cl.[CH:33]1[CH:34]=[CH:35][C:36]2N(O)[N:40]=[N:39][C:37]=2C=1.[C:43]([O:47][C:48]([N:50]([C:52]([C@@H]1CCCNC1)=O)N)=[O:49])([CH3:46])([CH3:45])[CH3:44].CN(C)C=[O:63]. No catalyst specified. The product is [C:43]([O:47][C:48]([N:50]1[CH2:33][CH2:34][CH2:35][C@@H:36]([C:37]([NH:39][NH:40][C:18]([C@H:13]2[CH2:12][CH2:11][C@@H:10]3[CH2:17][N:14]2[C:15](=[O:16])[N:9]3[O:8][CH2:1][C:2]2[CH:3]=[CH:4][CH:5]=[CH:6][CH:7]=2)=[O:20])=[O:63])[CH2:52]1)=[O:49])([CH3:46])([CH3:45])[CH3:44]. The yield is 0.410. (3) The reactants are [CH3:1][C@@H:2]1[CH2:6][N:5](C(OC(C)(C)C)=O)[C@H:4]([C:14]2[NH:18][C:17]3[C:19]4[C:24]([CH:25]=[CH:26][C:16]=3[N:15]=2)=[CH:23][C:22]2[C:27]3[C:32]([CH2:33][O:34][C:21]=2[CH:20]=4)=[CH:31][C:30](B2OC(C)(C)C(C)(C)O2)=[CH:29][CH:28]=3)[CH2:3]1.I[C:45]1[NH:49][C:48]([C@@H:50]2[CH2:54][C@H:53]([CH3:55])[CH2:52][N:51]2[C:56]([O:58][C:59]([CH3:62])([CH3:61])[CH3:60])=[O:57])=[N:47][CH:46]=1.[C:63]([O-:66])([O-:65])=O.[K+].[K+]. The catalyst is COCCOC.C1C=CC([P]([Pd]([P](C2C=CC=CC=2)(C2C=CC=CC=2)C2C=CC=CC=2)([P](C2C=CC=CC=2)(C2C=CC=CC=2)C2C=CC=CC=2)[P](C2C=CC=CC=2)(C2C=CC=CC=2)C2C=CC=CC=2)(C2C=CC=CC=2)C2C=CC=CC=2)=CC=1.C1C=CC(P(C2C=CC=CC=2)[C-]2C=CC=C2)=CC=1.C1C=CC(P(C2C=CC=CC=2)[C-]2C=CC=C2)=CC=1.Cl[Pd]Cl.[Fe+2]. The product is [C:2]([O:65][C:63]([N:5]1[CH2:6][C@@H:2]([CH3:1])[CH2:3][C@H:4]1[C:14]1[NH:18][C:17]2[C:19]3[C:24]([CH:25]=[CH:26][C:16]=2[N:15]=1)=[CH:23][C:22]1[C:27]2[C:32]([CH2:33][O:34][C:21]=1[CH:20]=3)=[CH:31][C:30]([C:45]1[NH:49][C:48]([C@@H:50]3[CH2:54][C@H:53]([CH3:55])[CH2:52][N:51]3[C:56]([O:58][C:59]([CH3:62])([CH3:61])[CH3:60])=[O:57])=[N:47][CH:46]=1)=[CH:29][CH:28]=2)=[O:66])([CH3:6])([CH3:3])[CH3:1]. The yield is 0.500. (4) The reactants are [C:1]([C:3]1[CH:12]=[CH:11][C:6]([C:7]([O:9][CH3:10])=[O:8])=[CH:5][C:4]=1[O:13][CH2:14][CH2:15][CH2:16][CH2:17][CH2:18][CH2:19][CH2:20][CH3:21])#[CH:2].[OH:22][CH2:23][C:24]1[CH:25]=[C:26]([CH2:31][C:32]#[N:33])[CH:27]=[C:28](I)[CH:29]=1.C(NC(C)C)(C)C.C(Cl)Cl. The catalyst is C1COCC1.Cl[Pd](Cl)([P](C1C=CC=CC=1)(C1C=CC=CC=1)C1C=CC=CC=1)[P](C1C=CC=CC=1)(C1C=CC=CC=1)C1C=CC=CC=1.[Cu]I.CCOC(C)=O. The product is [C:32]([CH2:31][C:26]1[CH:27]=[C:28]([C:2]#[C:1][C:3]2[CH:12]=[CH:11][C:6]([C:7]([O:9][CH3:10])=[O:8])=[CH:5][C:4]=2[O:13][CH2:14][CH2:15][CH2:16][CH2:17][CH2:18][CH2:19][CH2:20][CH3:21])[CH:29]=[C:24]([CH2:23][OH:22])[CH:25]=1)#[N:33]. The yield is 0.940. (5) The reactants are [Cl:1][C:2]1[C:7]2[C:8](=[O:22])[N:9]([CH2:11][C:12]3[CH:17]=[CH:16][C:15]([O:18][CH3:19])=[CH:14][C:13]=3[O:20][CH3:21])[CH2:10][C:6]=2[C:5]([F:23])=[C:4](Cl)[N:3]=1.[NH2:25][C@H:26]1[CH2:31][CH2:30][CH2:29][CH2:28][C@H:27]1[NH:32][C:33](=[O:39])[O:34][C:35]([CH3:38])([CH3:37])[CH3:36].C(N(CC)C(C)C)(C)C. The catalyst is C(#N)C. The product is [Cl:1][C:2]1[C:7]2[C:8](=[O:22])[N:9]([CH2:11][C:12]3[CH:17]=[CH:16][C:15]([O:18][CH3:19])=[CH:14][C:13]=3[O:20][CH3:21])[CH2:10][C:6]=2[C:5]([F:23])=[C:4]([NH:25][C@H:26]2[CH2:31][CH2:30][CH2:29][CH2:28][C@H:27]2[NH:32][C:33](=[O:39])[O:34][C:35]([CH3:37])([CH3:36])[CH3:38])[N:3]=1. The yield is 0.210. (6) The reactants are [CH3:1][O:2][C:3](=[O:30])[C:4]1[CH:9]=[CH:8][C:7]([O:10][CH2:11][CH:12]=[CH2:13])=[C:6]([N:14]([CH2:27][CH:28]=[CH2:29])[S:15]([C:18]2[CH:23]=[C:22]([Cl:24])[CH:21]=[CH:20][C:19]=2[O:25][CH3:26])(=[O:17])=[O:16])[CH:5]=1. The catalyst is C1(C)C=CC=CC=1.[H-].[C-]#[O+].C1C=CC(P(C2C=CC=CC=2)C2C=CC=CC=2)=CC=1.C1C=CC(P(C2C=CC=CC=2)C2C=CC=CC=2)=CC=1.C1C=CC(P(C2C=CC=CC=2)C2C=CC=CC=2)=CC=1.[Cl-].[Ru+2]. The product is [CH3:1][O:2][C:3](=[O:30])[C:4]1[CH:9]=[CH:8][C:7]([O:10][CH:11]=[CH:12][CH3:13])=[C:6]([N:14]([S:15]([C:18]2[CH:23]=[C:22]([Cl:24])[CH:21]=[CH:20][C:19]=2[O:25][CH3:26])(=[O:17])=[O:16])[CH:27]=[CH:28][CH3:29])[CH:5]=1. The yield is 0.730.